Task: Predict the reactants needed to synthesize the given product.. Dataset: Full USPTO retrosynthesis dataset with 1.9M reactions from patents (1976-2016) Given the product [Cl:25][CH2:24][CH:23]1[C:2]2[C:11]3[CH:10]=[C:9]([C:12]#[N:13])[CH:8]=[CH:7][C:6]=3[CH:5]=[CH:4][C:3]=2[N:14]([C:15]([O:16][C:17]([CH3:20])([CH3:19])[CH3:18])=[O:21])[CH2:22]1, predict the reactants needed to synthesize it. The reactants are: Br[C:2]1[C:11]2[C:6](=[CH:7][CH:8]=[C:9]([C:12]#[N:13])[CH:10]=2)[CH:5]=[CH:4][C:3]=1[N:14]([CH2:22][CH:23]=[CH:24][Cl:25])[C:15](=[O:21])[O:16][C:17]([CH3:20])([CH3:19])[CH3:18].CCCC[SnH](CCCC)CCCC.CC(N=NC(C#N)(C)C)(C#N)C.